This data is from Full USPTO retrosynthesis dataset with 1.9M reactions from patents (1976-2016). The task is: Predict the reactants needed to synthesize the given product. (1) Given the product [Cl:13][C:9]1[CH:8]=[C:7]([C:4]2([CH3:5])[O:6][C:24](=[O:26])[NH:1][CH2:2][CH2:3]2)[CH:12]=[CH:11][CH:10]=1, predict the reactants needed to synthesize it. The reactants are: [NH2:1][CH2:2][CH2:3][C:4]([C:7]1[CH:12]=[CH:11][CH:10]=[C:9]([Cl:13])[CH:8]=1)([OH:6])[CH3:5].CCN(C(C)C)C(C)C.Cl[C:24](Cl)([O:26]C(=O)OC(Cl)(Cl)Cl)Cl. (2) Given the product [NH2:1][C:2]([C:4]1[CH:16]=[CH:15][C:7]2[S:8][C:9]([C:11]([OH:13])=[O:12])=[CH:10][C:6]=2[CH:5]=1)=[O:3], predict the reactants needed to synthesize it. The reactants are: [NH2:1][C:2]([C:4]1[CH:16]=[CH:15][C:7]2[S:8][C:9]([C:11]([O:13]C)=[O:12])=[CH:10][C:6]=2[CH:5]=1)=[O:3].O.[OH-].[Li+].O. (3) Given the product [Br:16][C:17]1[N:18]=[CH:19][N:20]([C:2]2[N:7]=[C:6]([C:8]3[CH:13]=[CH:12][C:11]([Cl:14])=[CH:10][CH:9]=3)[CH:5]=[C:4]([CH3:15])[N:3]=2)[CH:21]=1, predict the reactants needed to synthesize it. The reactants are: Cl[C:2]1[N:7]=[C:6]([C:8]2[CH:13]=[CH:12][C:11]([Cl:14])=[CH:10][CH:9]=2)[CH:5]=[C:4]([CH3:15])[N:3]=1.[Br:16][C:17]1[N:18]=[CH:19][NH:20][CH:21]=1. (4) Given the product [C:1]([C:3]1[CH:4]=[CH:5][C:6]([C@@H:13]2[C:18]([C:19]#[N:20])=[C:17]([CH3:21])[N:16]([C:22]3[CH:27]=[CH:26][CH:25]=[C:24]([C:28]([F:31])([F:30])[F:29])[CH:23]=3)[C:15](=[O:32])[N:14]2[CH3:33])=[C:7]([S:9]([NH:34][CH2:35][CH2:36][CH2:37][OH:38])(=[O:11])=[O:10])[CH:8]=1)#[N:2], predict the reactants needed to synthesize it. The reactants are: [C:1]([C:3]1[CH:4]=[CH:5][C:6]([C@@H:13]2[C:18]([C:19]#[N:20])=[C:17]([CH3:21])[N:16]([C:22]3[CH:27]=[CH:26][CH:25]=[C:24]([C:28]([F:31])([F:30])[F:29])[CH:23]=3)[C:15](=[O:32])[N:14]2[CH3:33])=[C:7]([S:9](Cl)(=[O:11])=[O:10])[CH:8]=1)#[N:2].[NH2:34][CH2:35][CH2:36][CH2:37][OH:38].C(N(CC)CC)C. (5) Given the product [O:21]1[C:13]2=[N:14][C:15]3[C:20]([N:12]2[CH2:11][C@H:10]1[CH2:9][OH:8])=[CH:19][CH:18]=[N:17][CH:16]=3, predict the reactants needed to synthesize it. The reactants are: C([O:8][CH2:9][C@H:10]1[O:21][C:13]2=[N:14][C:15]3[C:20]([N:12]2[CH2:11]1)=[CH:19][CH:18]=[N:17][CH:16]=3)C1C=CC=CC=1. (6) Given the product [Br:23][CH2:8][C:6]1[CH:7]=[C:2]([F:1])[C:3]([CH:10]([CH3:15])[C:11]([O:13][CH3:14])=[O:12])=[C:4]([F:9])[CH:5]=1, predict the reactants needed to synthesize it. The reactants are: [F:1][C:2]1[CH:7]=[C:6]([CH3:8])[CH:5]=[C:4]([F:9])[C:3]=1[CH:10]([CH3:15])[C:11]([O:13][CH3:14])=[O:12].C1C(=O)N([Br:23])C(=O)C1. (7) The reactants are: [CH3:1][S:2](Cl)(=[O:4])=[O:3].[NH2:6][C:7]1[C:26]([C:27]2[CH:32]=[CH:31][CH:30]=[C:29]([C:33](=[O:44])[NH:34][C:35]([C:38]3[CH:43]=[CH:42][CH:41]=[CH:40][CH:39]=3)([CH3:37])[CH3:36])[CH:28]=2)=[CH:25][C:10]2[C:11]([C:21]([NH:23][CH3:24])=[O:22])=[C:12]([C:14]3[CH:19]=[CH:18][C:17]([F:20])=[CH:16][CH:15]=3)[O:13][C:9]=2[CH:8]=1.Br[CH2:46][CH2:47][O:48][Si](C(C)(C)C)(C)C.C([O-])([O-])=O.[Na+].[Na+]. Given the product [F:20][C:17]1[CH:16]=[CH:15][C:14]([C:12]2[O:13][C:9]3[CH:8]=[C:7]([N:6]([CH2:46][CH2:47][OH:48])[S:2]([CH3:1])(=[O:4])=[O:3])[C:26]([C:27]4[CH:32]=[CH:31][CH:30]=[C:29]([C:33](=[O:44])[NH:34][C:35]([C:38]5[CH:39]=[CH:40][CH:41]=[CH:42][CH:43]=5)([CH3:37])[CH3:36])[CH:28]=4)=[CH:25][C:10]=3[C:11]=2[C:21]([NH:23][CH3:24])=[O:22])=[CH:19][CH:18]=1, predict the reactants needed to synthesize it.